Dataset: Forward reaction prediction with 1.9M reactions from USPTO patents (1976-2016). Task: Predict the product of the given reaction. (1) Given the reactants [Br:1][C:2]1[C:3]([C:8]([F:11])([F:10])[F:9])=[N:4][NH:5][C:6]=1[CH3:7].C([O-])([O-])=O.[K+].[K+].Cl[CH2:19][C:20]([N:22]1[CH2:27][CH2:26][N:25]([C:28]2[CH:33]=[CH:32][C:31]([F:34])=[CH:30][CH:29]=2)[CH2:24][CH2:23]1)=[O:21].CN(C=O)C, predict the reaction product. The product is: [F:34][C:31]1[CH:30]=[CH:29][C:28]([N:25]2[CH2:24][CH2:23][N:22]([C:20](=[O:21])[CH2:19][N:5]3[C:6]([CH3:7])=[C:2]([Br:1])[C:3]([C:8]([F:9])([F:11])[F:10])=[N:4]3)[CH2:27][CH2:26]2)=[CH:33][CH:32]=1. (2) Given the reactants [NH2:1][CH:2]1[CH2:7][CH2:6][N:5]([C:8]([N:10]2[C@@:14]([C:16]3[CH:21]=[CH:20][C:19]([Cl:22])=[CH:18][CH:17]=3)([CH3:15])[C@@:13]([C:24]3[CH:29]=[CH:28][C:27]([Cl:30])=[CH:26][CH:25]=3)([CH3:23])[N:12]=[C:11]2[C:31]2[CH:32]=[N:33][C:34]([C:40]([CH3:43])([CH3:42])[CH3:41])=[CH:35][C:36]=2[O:37][CH2:38][CH3:39])=[O:9])[CH2:4][CH2:3]1.[N:44]([CH:47]1[CH2:51][CH2:50][S:49](=[O:53])(=[O:52])[CH2:48]1)=[C:45]=[O:46], predict the reaction product. The product is: [C:40]([C:34]1[N:33]=[CH:32][C:31]([C:11]2[N:10]([C:8]([N:5]3[CH2:4][CH2:3][CH:2]([NH:1][C:45]([NH:44][CH:47]4[CH2:51][CH2:50][S:49](=[O:53])(=[O:52])[CH2:48]4)=[O:46])[CH2:7][CH2:6]3)=[O:9])[C@@:14]([C:16]3[CH:21]=[CH:20][C:19]([Cl:22])=[CH:18][CH:17]=3)([CH3:15])[C@@:13]([C:24]3[CH:29]=[CH:28][C:27]([Cl:30])=[CH:26][CH:25]=3)([CH3:23])[N:12]=2)=[C:36]([O:37][CH2:38][CH3:39])[CH:35]=1)([CH3:42])([CH3:41])[CH3:43]. (3) Given the reactants [F:1][CH:2]([F:23])[O:3][C:4]1[C:5]([OH:22])=[C:6]([C:12]2[CH:13]=[C:14]3[C:18](=[CH:19][CH:20]=2)[C:17](=[O:21])[O:16][CH2:15]3)[CH:7]=[CH:8][C:9]=1[O:10][CH3:11].C(=O)([O-])[O-].[K+].[K+].Br[CH2:31][C:32]1[CH:40]=[CH:39][C:35]([C:36]([NH2:38])=[O:37])=[CH:34][CH:33]=1, predict the reaction product. The product is: [F:23][CH:2]([F:1])[O:3][C:4]1[C:9]([O:10][CH3:11])=[CH:8][CH:7]=[C:6]([C:12]2[CH:13]=[C:14]3[C:18](=[CH:19][CH:20]=2)[C:17](=[O:21])[O:16][CH2:15]3)[C:5]=1[O:22][CH2:31][C:32]1[CH:40]=[CH:39][C:35]([C:36]([NH2:38])=[O:37])=[CH:34][CH:33]=1. (4) The product is: [C:15]([O:19][C:20]([N:22]1[CH2:27][CH2:26][C@@H:25]([C:28]2[CH:33]=[CH:32][CH:31]=[CH:30][CH:29]=2)[C@H:24]([CH2:34][O:8][C:6]2[CH:5]=[CH:4][CH:3]=[C:2]([CH3:1])[N:7]=2)[CH2:23]1)=[O:21])([CH3:18])([CH3:16])[CH3:17]. Given the reactants [CH3:1][C:2]1[N:7]=[C:6]([OH:8])[CH:5]=[CH:4][CH:3]=1.C(=O)([O-])[O-].[Cs+].[Cs+].[C:15]([O:19][C:20]([N:22]1[CH2:27][CH2:26][C@@H:25]([C:28]2[CH:33]=[CH:32][CH:31]=[CH:30][CH:29]=2)[C@H:24]([CH2:34]OS(C)(=O)=O)[CH2:23]1)=[O:21])([CH3:18])([CH3:17])[CH3:16], predict the reaction product. (5) Given the reactants [Cl:1][C:2]1[N:3]=[C:4]([N:20]2[CH2:24][CH2:23][C@H:22]([OH:25])[CH2:21]2)[C:5]2[N:10]=[N:9][N:8]([CH2:11][C:12]3[CH:17]=[CH:16][C:15]([O:18][CH3:19])=[CH:14][CH:13]=3)[C:6]=2[N:7]=1.Cl[C:27]1N=C(Cl)C2N=NN(CC3C=CC(OC)=CC=3)C=2N=1.CC1(O)CCNC1, predict the reaction product. The product is: [Cl:1][C:2]1[N:3]=[C:4]([N:20]2[CH2:24][CH2:23][C@:22]([CH3:27])([OH:25])[CH2:21]2)[C:5]2[N:10]=[N:9][N:8]([CH2:11][C:12]3[CH:13]=[CH:14][C:15]([O:18][CH3:19])=[CH:16][CH:17]=3)[C:6]=2[N:7]=1. (6) Given the reactants [Cl:1][C:2]1[N:11]=[C:10](Cl)[C:9]2[C:4](=[CH:5][CH:6]=[CH:7][CH:8]=2)[N:3]=1.[NH2:13][C:14]1[CH:18]=[C:17]([CH3:19])[NH:16][N:15]=1.C(N(CC)CC)C, predict the reaction product. The product is: [Cl:1][C:2]1[N:11]=[C:10]([NH:13][C:14]2[NH:15][N:16]=[C:17]([CH3:19])[CH:18]=2)[C:9]2[C:4](=[CH:5][CH:6]=[CH:7][CH:8]=2)[N:3]=1.